Task: Predict the product of the given reaction.. Dataset: Forward reaction prediction with 1.9M reactions from USPTO patents (1976-2016) (1) Given the reactants [F:1][C:2]1[C:7](=[O:8])[N:6]([CH3:9])[C:5]([CH2:10][C:11]([O-:13])=O)=[N:4][C:3]=1[N:14]1[CH2:19][CH2:18][O:17][CH2:16][CH2:15]1.[Na+].[CH3:21][CH:22]1[CH2:30][C:29]2[C:24](=[CH:25][CH:26]=[CH:27][C:28]=2[F:31])[NH:23]1, predict the reaction product. The product is: [F:1][C:2]1[C:7](=[O:8])[N:6]([CH3:9])[C:5]([CH2:10][C:11]([N:23]2[C:24]3[C:29](=[C:28]([F:31])[CH:27]=[CH:26][CH:25]=3)[CH2:30][CH:22]2[CH3:21])=[O:13])=[N:4][C:3]=1[N:14]1[CH2:19][CH2:18][O:17][CH2:16][CH2:15]1. (2) Given the reactants [CH3:1][C:2]1[C:3](=[O:18])[NH:4][C:5](=[O:17])[N:6]([CH:16]=1)[C@@H:7]1[O:15][C@H:12]([CH2:13][OH:14])[C@@H:10]([OH:11])[C@H:8]1[OH:9].[H-].[Na+].[CH2:32](C(OC(Cl)[CH2:32][C:33]1[CH:38]=[CH:37][CH:36]=[CH:35][CH:34]=1)Cl)[C:33]1[CH:38]=[CH:37][CH:36]=[CH:35][CH:34]=1.CN([CH:43]=[O:44])C, predict the reaction product. The product is: [CH2:32]([O:44][CH2:43][N:4]1[C:3](=[O:18])[C:2]([CH3:1])=[CH:16][N:6]([C@@H:7]2[O:15][C@H:12]([CH2:13][OH:14])[C@@H:10]([OH:11])[C@H:8]2[OH:9])[C:5]1=[O:17])[C:33]1[CH:34]=[CH:35][CH:36]=[CH:37][CH:38]=1. (3) The product is: [CH3:17][C:5]1([CH3:18])[C:6]2[CH:7]=[C:8]([C:19]3[CH:24]=[CH:23][CH:22]=[CH:21][CH:20]=3)[CH:9]=[CH:10][C:11]=2[NH:12][C:13]2[C:4]1=[CH:3][C:2]([C:2]1[CH:15]=[CH:14][CH:13]=[CH:4][CH:3]=1)=[CH:15][CH:14]=2. Given the reactants Br[C:2]1[CH:15]=[CH:14][C:13]2[NH:12][C:11]3[C:6](=[CH:7][C:8](Br)=[CH:9][CH:10]=3)[C:5]([CH3:18])([CH3:17])[C:4]=2[CH:3]=1.[C:19]1(B(O)O)[CH:24]=[CH:23][CH:22]=[CH:21][CH:20]=1.C(=O)([O-])[O-].[K+].[K+], predict the reaction product. (4) Given the reactants [CH3:1][O:2][C:3](=[O:22])[CH2:4][O:5][C:6]1[CH:11]=[C:10](Br)[C:9]([O:13][Si:14]([C:17]([CH3:20])([CH3:19])[CH3:18])([CH3:16])[CH3:15])=[CH:8][C:7]=1[CH3:21].P([O-])([O-])([O-])=O.[K+].[K+].[K+].[CH:31]1(B(O)O)[CH2:33][CH2:32]1.C1(P(C2CCCCC2)C2CCCCC2)CCCCC1, predict the reaction product. The product is: [CH3:1][O:2][C:3](=[O:22])[CH2:4][O:5][C:6]1[CH:11]=[C:10]([CH:31]2[CH2:33][CH2:32]2)[C:9]([O:13][Si:14]([C:17]([CH3:20])([CH3:19])[CH3:18])([CH3:16])[CH3:15])=[CH:8][C:7]=1[CH3:21]. (5) Given the reactants [N:1]1([C:12]([O:14][C:15]([CH3:18])([CH3:17])[CH3:16])=[O:13])[CH2:6][CH2:5][CH:4]([C:7]([O:9][CH2:10][CH3:11])=[O:8])[CH2:3][CH2:2]1.C[Si]([N-][Si](C)(C)C)(C)C.[Li+].Br[CH2:30][C:31]1[C:32]([I:39])=[N:33][N:34]([CH:36]([CH3:38])[CH3:37])[CH:35]=1, predict the reaction product. The product is: [I:39][C:32]1[C:31]([CH2:30][C:4]2([C:7]([O:9][CH2:10][CH3:11])=[O:8])[CH2:3][CH2:2][N:1]([C:12]([O:14][C:15]([CH3:17])([CH3:16])[CH3:18])=[O:13])[CH2:6][CH2:5]2)=[CH:35][N:34]([CH:36]([CH3:38])[CH3:37])[N:33]=1. (6) Given the reactants [C:1]([NH:5][CH2:6][C:7]1[C:8]([C:29]2[S:30][CH:31]=[CH:32][CH:33]=2)=[C:9]2[C:18]3[C:13](=[CH:14][C:15]([O:23][CH3:24])=[C:16]([O:19][CH:20]([CH3:22])[CH3:21])[CH:17]=3)[CH2:12][CH2:11][N:10]2[C:25]=1[C:26]([OH:28])=O)([CH3:4])([CH3:3])[CH3:2].CCN(C(C)C)C(C)C.CN(C(ON1N=NC2C=CC=NC1=2)=[N+](C)C)C.F[P-](F)(F)(F)(F)F, predict the reaction product. The product is: [C:1]([N:5]1[C:26](=[O:28])[C:25]2[N:10]3[CH2:11][CH2:12][C:13]4[CH:14]=[C:15]([O:23][CH3:24])[C:16]([O:19][CH:20]([CH3:21])[CH3:22])=[CH:17][C:18]=4[C:9]3=[C:8]([C:29]3[S:30][CH:31]=[CH:32][CH:33]=3)[C:7]=2[CH2:6]1)([CH3:2])([CH3:4])[CH3:3]. (7) Given the reactants [CH2:1]([N:3]1[C:7]2[CH:8]=[CH:9][C:10]([C:12]3[CH2:17][S:16][C:15](=[O:18])[N:14]([CH2:19][CH2:20][O:21]C4CCCCO4)[N:13]=3)=[CH:11][C:6]=2[N:5]=[C:4]1[C:28]1[CH:33]=[CH:32][CH:31]=[C:30]([O:34][CH3:35])[CH:29]=1)[CH3:2].Cl, predict the reaction product. The product is: [CH2:1]([N:3]1[C:7]2[CH:8]=[CH:9][C:10]([C:12]3[CH2:17][S:16][C:15](=[O:18])[N:14]([CH2:19][CH2:20][OH:21])[N:13]=3)=[CH:11][C:6]=2[N:5]=[C:4]1[C:28]1[CH:33]=[CH:32][CH:31]=[C:30]([O:34][CH3:35])[CH:29]=1)[CH3:2].